From a dataset of Forward reaction prediction with 1.9M reactions from USPTO patents (1976-2016). Predict the product of the given reaction. (1) Given the reactants [CH3:1][C@@H:2]1[C@H:6]([CH3:7])[O:5][C:4]([C:8]2[NH:12][C:11]([C:13]3[CH:14]=[C:15]([CH:27]=[C:28]([O:30][C@@H:31]([CH3:35])[CH2:32][O:33]C)[CH:29]=3)[O:16][C:17]3[CH:22]=[N:21][C:20]([S:23]([CH3:26])(=[O:25])=[O:24])=[CH:19][N:18]=3)=[CH:10][CH:9]=2)=[N:3]1.B(Br)(Br)Br.C(=O)([O-])O.[Na+], predict the reaction product. The product is: [CH3:1][C@@H:2]1[C@H:6]([CH3:7])[O:5][C:4]([C:8]2[NH:12][C:11]([C:13]3[CH:29]=[C:28]([CH:27]=[C:15]([O:16][C:17]4[CH:22]=[N:21][C:20]([S:23]([CH3:26])(=[O:24])=[O:25])=[CH:19][N:18]=4)[CH:14]=3)[O:30][C@@H:31]([CH3:35])[CH2:32][OH:33])=[CH:10][CH:9]=2)=[N:3]1. (2) Given the reactants COC1C=[CH:55][C:6]([CH2:7][N:8]2C[C@H](OCC=C)[CH2:10][C@@H:9]2[C@@H:17]([OH:54])[C@@H:18]([NH:28]C(=O)[C@@H](N2CC[C@](NC(=O)C)(CC(C)C)C2=O)CCC2C=CC=CC=2)[CH2:19][C:20]2[CH:25]=[C:24]([F:26])[CH:23]=[C:22]([F:27])[CH:21]=2)=CC=1.[C:57]([NH:60][C@:61]1([C@@H:110]([CH2:112][CH3:113])[CH3:111])[CH2:65][CH2:64][N:63]([C@@H:66]([CH2:101][CH2:102][C:103]2[CH:108]=[CH:107][CH:106]=[CH:105][CH:104]=2)[C:67](N[C@@H](CC2C=C(F)C=C(F)C=2)[C@@H]([C@H]2CCCCN2C(C2C=CC=CC=2)C2C=CC=CC=2)O)=[O:68])[C:62]1=[O:109])(=[O:59])[CH3:58].C(N[C@]1([C@@H](CC)C)CCN([C@@H](CCC2C=CC=CC=2)C(O)=O)C1=O)(=O)C.CCN(C(C)C)C(C)C.CN(C(ON1N=NC2C=CC=NC1=2)=[N+](C)C)C.F[P-](F)(F)(F)(F)F.N[C@@H](CC1C=C(F)C=C(F)C=1)[C@@H]([C@H]1CCCCN1C(C1C=CC=CC=1)C1C=CC=CC=1)O, predict the reaction product. The product is: [C:57]([NH:60][C@:61]1([C@@H:110]([CH2:112][CH3:113])[CH3:111])[CH2:65][CH2:64][N:63]([C@@H:66]([CH2:101][CH2:102][C:103]2[CH:104]=[CH:105][CH:106]=[CH:107][CH:108]=2)[C:67]([NH:28][C@@H:18]([CH2:19][C:20]2[CH:21]=[C:22]([F:27])[CH:23]=[C:24]([F:26])[CH:25]=2)[C@H:17]([OH:54])[C@H:9]2[CH2:10][CH2:55][CH2:6][CH2:7][NH:8]2)=[O:68])[C:62]1=[O:109])(=[O:59])[CH3:58]. (3) Given the reactants [NH2:1][C:2]1[CH:7]=[C:6]([F:8])[CH:5]=[CH:4][C:3]=1[S:9][CH2:10][C:11]1[CH:20]=[CH:19][CH:18]=[CH:17][C:12]=1[C:13]([O:15][CH3:16])=[O:14].[O:21]1[C:25]2[CH:26]=[CH:27][CH:28]=[CH:29][C:24]=2[CH:23]=[C:22]1[S:30](Cl)(=[O:32])=[O:31], predict the reaction product. The product is: [O:21]1[C:25]2[CH:26]=[CH:27][CH:28]=[CH:29][C:24]=2[CH:23]=[C:22]1[S:30]([NH:1][C:2]1[CH:7]=[C:6]([F:8])[CH:5]=[CH:4][C:3]=1[S:9][CH2:10][C:11]1[CH:20]=[CH:19][CH:18]=[CH:17][C:12]=1[C:13]([O:15][CH3:16])=[O:14])(=[O:32])=[O:31]. (4) Given the reactants [C:1]([C:3]1[CH:4]=[C:5]([C:24]2[CH:29]=[CH:28][C:27](C(O)=O)=[CH:26][C:25]=2[F:33])[CH:6]=[CH:7][C:8]=1[O:9][CH2:10][CH:11]1[CH2:16][CH2:15][N:14]([CH2:17][C:18]([CH2:22][CH3:23])([F:21])[CH2:19][CH3:20])[CH2:13][CH2:12]1)#[N:2].C(Cl)CCl.[CH:38]1[CH:39]=C[C:41]2[N:46](O)N=[N:44][C:42]=2[CH:43]=1.CCN(C(C)C)C(C)C.N1CCC[C@H]1[C:62](N)=[O:63].[OH2:65], predict the reaction product. The product is: [C:1]([C:3]1[CH:4]=[C:5]([C:24]2[C:25]([F:33])([C:62]([N:44]3[CH2:39][CH2:38][CH2:43][C@H:42]3[C:41]([NH2:46])=[O:65])=[O:63])[CH2:26][CH:27]=[CH:28][CH:29]=2)[CH:6]=[CH:7][C:8]=1[O:9][CH2:10][CH:11]1[CH2:16][CH2:15][N:14]([CH2:17][C:18]([CH2:19][CH3:20])([F:21])[CH2:22][CH3:23])[CH2:13][CH2:12]1)#[N:2]. (5) The product is: [F:17][C:6]1[CH:5]=[C:4]([C:18]([OH:20])([CH3:22])[CH3:19])[CH:3]=[C:2]([F:1])[C:7]=1[B:8]1[O:12][C:11]([CH3:13])([CH3:14])[C:10]([CH3:15])([CH3:16])[O:9]1. Given the reactants [F:1][C:2]1[CH:3]=[C:4]([CH:18]([OH:20])[CH3:19])[CH:5]=[C:6]([F:17])[C:7]=1[B:8]1[O:12][C:11]([CH3:14])([CH3:13])[C:10]([CH3:16])([CH3:15])[O:9]1.F[C:22]1C=C(C(O)(C)C)C=C(F)C=1, predict the reaction product. (6) Given the reactants [CH2:1]([O:8][C:9]1[CH:10]=[C:11]2[C:15](=[CH:16][CH:17]=1)[NH:14][C:13]([C:18]([N:20]1[CH2:25][CH2:24][N:23]([C:26]([O:28][C:29]([CH3:32])([CH3:31])[CH3:30])=[O:27])[CH2:22][CH2:21]1)=[O:19])=[CH:12]2)[C:2]1[CH:7]=[CH:6][CH:5]=[CH:4][CH:3]=1.N12CCN(CC1)C[CH2:34]2.C(=O)(OC)OC.CN(C=O)C, predict the reaction product. The product is: [CH2:1]([O:8][C:9]1[CH:10]=[C:11]2[C:15](=[CH:16][CH:17]=1)[N:14]([CH3:34])[C:13]([C:18]([N:20]1[CH2:25][CH2:24][N:23]([C:26]([O:28][C:29]([CH3:32])([CH3:31])[CH3:30])=[O:27])[CH2:22][CH2:21]1)=[O:19])=[CH:12]2)[C:2]1[CH:7]=[CH:6][CH:5]=[CH:4][CH:3]=1. (7) Given the reactants [C:1]([C@@H:4]([C@H:6]([C:8]([OH:10])=[O:9])[OH:7])[OH:5])([OH:3])=[O:2].CN(C)[C:13]1N=[CH:17][C:16]([C:19]2[C:32]3[C:27](=[CH:28][C:29]([O:35][CH2:36][CH3:37])=[C:30]([O:33][CH3:34])[CH:31]=3)[C@@H:26]3[C@@H:21]([CH2:22][CH2:23][C@@H:24]([OH:38])[CH2:25]3)[N:20]=2)=[CH:15][N:14]=1.C[C:41](C)=[O:42].[CH:44](O)(C)C.ClCCl, predict the reaction product. The product is: [C:1]([C@@H:4]([C@H:6]([C:8]([OH:10])=[O:9])[OH:7])[OH:5])([OH:3])=[O:2].[CH2:36]([O:35][C:29]1[CH:28]=[C:27]2[C:32]([C:19]([C:16]3[CH:15]=[N:14][C:13]([O:42][CH3:41])=[CH:44][CH:17]=3)=[N:20][C@H:21]3[C@@H:26]2[CH2:25][C@H:24]([OH:38])[CH2:23][CH2:22]3)=[CH:31][C:30]=1[O:33][CH3:34])[CH3:37].